From a dataset of Reaction yield outcomes from USPTO patents with 853,638 reactions. Predict the reaction yield, written as a fraction of the theoretical maximum amount of product (1.0 means a 100% yield; for example, 0.34 means a 34% yield). The reactants are Cl.[CH2:2]([O:4][C:5](=[O:27])[C@@H:6]([O:24][CH2:25][CH3:26])[CH2:7][C:8]1[CH:13]=[CH:12][C:11]([O:14][CH2:15][CH2:16][C:17]2[CH:22]=[CH:21][C:20]([NH2:23])=[CH:19][CH:18]=2)=[CH:10][CH:9]=1)[CH3:3].Cl[C:29]([O:31][CH3:32])=[O:30]. The catalyst is O1CCCC1. The product is [CH2:2]([O:4][C:5](=[O:27])[C@@H:6]([O:24][CH2:25][CH3:26])[CH2:7][C:8]1[CH:13]=[CH:12][C:11]([O:14][CH2:15][CH2:16][C:17]2[CH:18]=[CH:19][C:20]([NH:23][C:29]([O:31][CH3:32])=[O:30])=[CH:21][CH:22]=2)=[CH:10][CH:9]=1)[CH3:3]. The yield is 0.902.